From a dataset of Forward reaction prediction with 1.9M reactions from USPTO patents (1976-2016). Predict the product of the given reaction. (1) Given the reactants [NH2:1][C:2]1[CH:3]=[CH:4][C:5]([Cl:8])=[N:6][CH:7]=1.[CH2:9]([O:11][C:12]1[C:13](=O)[C:14](=[O:19])[C:15]=1[O:16]CC)[CH3:10], predict the reaction product. The product is: [Cl:8][C:5]1[N:6]=[CH:7][C:2]([NH:1][C:13]2[C:14](=[O:19])[C:15](=[O:16])[C:12]=2[O:11][CH2:9][CH3:10])=[CH:3][CH:4]=1. (2) Given the reactants [NH2:1][C:2]1[C:3]([C:9]([O:11][CH2:12][CH3:13])=[O:10])=[N:4][C:5](Br)=[CH:6][CH:7]=1.[O:14]1[CH:18]=[CH:17][CH:16]=[C:15]1B(O)O, predict the reaction product. The product is: [NH2:1][C:2]1[C:3]([C:9]([O:11][CH2:12][CH3:13])=[O:10])=[N:4][C:5]([CH:16]2[CH2:17][CH2:18][O:14][CH2:15]2)=[CH:6][CH:7]=1.